Task: Regression/Classification. Given a drug SMILES string, predict its absorption, distribution, metabolism, or excretion properties. Task type varies by dataset: regression for continuous measurements (e.g., permeability, clearance, half-life) or binary classification for categorical outcomes (e.g., BBB penetration, CYP inhibition). Dataset: cyp2d6_veith.. Dataset: CYP2D6 inhibition data for predicting drug metabolism from PubChem BioAssay (1) The molecule is COc1cccc(Nc2ncc3nc(C)c(=O)n(C)c3n2)c1. The result is 0 (non-inhibitor). (2) The result is 0 (non-inhibitor). The drug is COc1cc2c(cc1OC)C(C(=O)Nc1ccc3c(c1)OCCO3)C(c1cccnc1)N(C)C2=O. (3) The drug is Cc1cc(C(=O)CSc2nnc(N)s2)c(C)n1CCc1ccc(F)cc1. The result is 1 (inhibitor). (4) The molecule is COc1ccccc1CNC(=O)C1CC(=O)N(C2CCCC2)C1. The result is 0 (non-inhibitor). (5) The compound is COc1ccc2nc(C)cc(SCC(=O)Nc3c(C)cc(C)cc3C)c2c1. The result is 0 (non-inhibitor). (6) The compound is COCC(=O)N1CCN(c2ccc([N+](=O)[O-])cc2)CC1. The result is 0 (non-inhibitor). (7) The molecule is O=C(NCc1ccc2c(c1)OCO2)C1CC(c2cccc(Br)c2)=NO1. The result is 1 (inhibitor).